From a dataset of Forward reaction prediction with 1.9M reactions from USPTO patents (1976-2016). Predict the product of the given reaction. (1) The product is: [NH2:7][CH2:8][CH2:9][N:10]1[C:18]([C:19]2[CH:24]=[CH:23][CH:22]=[CH:21][CH:20]=2)=[C:17]2[C:12]([N:13]([CH3:28])[C:14](=[O:27])[N:15]([CH3:26])[C:16]2=[O:25])=[CH:11]1. Given the reactants C(OC(=O)[NH:7][CH2:8][CH2:9][N:10]1[C:18]([C:19]2[CH:24]=[CH:23][CH:22]=[CH:21][CH:20]=2)=[C:17]2[C:12]([N:13]([CH3:28])[C:14](=[O:27])[N:15]([CH3:26])[C:16]2=[O:25])=[CH:11]1)(C)(C)C.FC(F)(F)C(O)=O, predict the reaction product. (2) Given the reactants C(=O)([O-])[O-].[Cs+].[Cs+].[NH:7]1[CH:11]=[CH:10][N:9]=[C:8]1[C:12]([O:14][CH2:15][CH3:16])=[O:13].[Br:17][C:18]1[CH:19]=[CH:20][C:21](F)=[C:22]([C:24]([NH:28]C(=O)OC(C)(C)C)([CH3:27])[CH2:25]O)[CH:23]=1.[NH4+].[Cl-], predict the reaction product. The product is: [CH2:15]([O:14][C:12]([C:8]1[N:7]([CH2:27][C@:24]([NH2:28])([C:22]2[CH:21]=[CH:20][CH:19]=[C:18]([Br:17])[CH:23]=2)[CH3:25])[CH:11]=[CH:10][N:9]=1)=[O:13])[CH3:16]. (3) Given the reactants Cl.[N:2]1([C:8]2[C:14]3[CH:15]=[CH:16][CH:17]=[CH:18][C:13]=3[S:12][C:11]3[CH:19]=[CH:20][CH:21]=[CH:22][C:10]=3[N:9]=2)[CH2:7][CH2:6][NH:5][CH2:4][CH2:3]1.[C:23](=[O:26])([O-:25])[O-:24].[Na+].[Na+].Cl[CH2:30][CH2:31][O:32][CH:33]([OH:35])[CH3:34].C(O)CC, predict the reaction product. The product is: [C:33]([OH:35])(=[O:32])/[CH:34]=[CH:3]/[C:23]([OH:25])=[O:26].[OH:24][CH2:30][CH2:31][O:32][CH2:33][CH2:34][N:5]1[CH2:4][CH2:3][N:2]([C:8]2[C:14]3[CH:15]=[CH:16][CH:17]=[CH:18][C:13]=3[S:12][C:11]3[CH:19]=[CH:20][CH:21]=[CH:22][C:10]=3[N:9]=2)[CH2:7][CH2:6]1. (4) Given the reactants [Cl:1][C:2]1[CH:3]=[CH:4][N:5]2[C:10]=1[C:9](=[O:11])[N:8]([C:12]1[CH:17]=[CH:16][CH:15]=[C:14]([F:18])[CH:13]=1)[C:7]([C@@H:19]1[CH2:23][C@@H:22](OS(C3C=CC(C)=CC=3)(=O)=O)[CH2:21][N:20]1[C:35]([O:37][C:38]([CH3:41])([CH3:40])[CH3:39])=[O:36])=[N:6]2.[C-:42]#[N:43].[Na+].O, predict the reaction product. The product is: [Cl:1][C:2]1[CH:3]=[CH:4][N:5]2[C:10]=1[C:9](=[O:11])[N:8]([C:12]1[CH:17]=[CH:16][CH:15]=[C:14]([F:18])[CH:13]=1)[C:7]([C@@H:19]1[CH2:23][C@H:22]([C:42]#[N:43])[CH2:21][N:20]1[C:35]([O:37][C:38]([CH3:39])([CH3:41])[CH3:40])=[O:36])=[N:6]2. (5) Given the reactants [Br:1][C:2]1[CH:3]=[CH:4][C:5]([NH2:8])=[N:6][CH:7]=1.[ClH:9].OO, predict the reaction product. The product is: [Br:1][C:2]1[CH:3]=[C:4]([Cl:9])[C:5]([NH2:8])=[N:6][CH:7]=1. (6) The product is: [CH3:13][O:12][CH2:11][O:10][C:9]1[CH:8]=[CH:7][C:4]([CH:5]=[O:6])=[CH:3][C:2]=1[CH:14]=[CH2:15]. Given the reactants Br[C:2]1[CH:3]=[C:4]([CH:7]=[CH:8][C:9]=1[O:10][CH2:11][O:12][CH3:13])[CH:5]=[O:6].[CH:14]([Sn](CCCC)(CCCC)CCCC)=[CH2:15].[F-].[K+], predict the reaction product. (7) Given the reactants [Br:1][C:2]1[CH:28]=[CH:27][C:5]([CH2:6][NH:7][C:8]2[C:9]([NH2:26])=[CH:10][C:11]([O:14][CH2:15][C:16]3[CH:25]=[CH:24][C:23]4[C:18](=[CH:19][CH:20]=[CH:21][CH:22]=4)[N:17]=3)=[CH:12][CH:13]=2)=[CH:4][CH:3]=1.[C:29]1(=[O:39])[C@@H:37]2[C@@H:32]([CH2:33][CH2:34][CH2:35][CH2:36]2)[C:31](=O)[O:30]1.Cl, predict the reaction product. The product is: [Br:1][C:2]1[CH:28]=[CH:27][C:5]([CH2:6][N:7]2[C:8]3[CH:13]=[CH:12][C:11]([O:14][CH2:15][C:16]4[CH:25]=[CH:24][C:23]5[C:18](=[CH:19][CH:20]=[CH:21][CH:22]=5)[N:17]=4)=[CH:10][C:9]=3[N:26]=[C:31]2[C@H:32]2[CH2:33][CH2:34][CH2:35][CH2:36][C@H:37]2[C:29]([OH:39])=[O:30])=[CH:4][CH:3]=1. (8) The product is: [CH3:1][O:2][CH2:3][CH2:4][N:5]1[CH:9]=[CH:8][C:7]([NH:10][C:11]([C:13]2[C:18]([NH:19][C:26]3[CH:25]=[N:24][CH:23]=[C:22]([F:21])[CH:27]=3)=[CH:17][CH:16]=[C:15]([CH3:20])[N:14]=2)=[O:12])=[N:6]1. Given the reactants [CH3:1][O:2][CH2:3][CH2:4][N:5]1[CH:9]=[CH:8][C:7]([NH:10][C:11]([C:13]2[C:18]([NH2:19])=[CH:17][CH:16]=[C:15]([CH3:20])[N:14]=2)=[O:12])=[N:6]1.[F:21][C:22]1[CH:23]=[N:24][CH:25]=[C:26](F)[CH:27]=1, predict the reaction product.